Regression. Given two drug SMILES strings and cell line genomic features, predict the synergy score measuring deviation from expected non-interaction effect. From a dataset of NCI-60 drug combinations with 297,098 pairs across 59 cell lines. (1) Synergy scores: CSS=9.37, Synergy_ZIP=-3.26, Synergy_Bliss=0.222, Synergy_Loewe=-0.327, Synergy_HSA=-0.305. Drug 2: C1=NNC2=C1C(=O)NC=N2. Cell line: RXF 393. Drug 1: C1=CC(=CC=C1CC(C(=O)O)N)N(CCCl)CCCl.Cl. (2) Drug 1: C(CC(=O)O)C(=O)CN.Cl. Drug 2: C1CN(CCN1C(=O)CCBr)C(=O)CCBr. Cell line: U251. Synergy scores: CSS=18.6, Synergy_ZIP=0.569, Synergy_Bliss=4.79, Synergy_Loewe=-23.6, Synergy_HSA=1.51. (3) Drug 1: CC12CCC(CC1=CCC3C2CCC4(C3CC=C4C5=CN=CC=C5)C)O. Drug 2: CC1CCC2CC(C(=CC=CC=CC(CC(C(=O)C(C(C(=CC(C(=O)CC(OC(=O)C3CCCCN3C(=O)C(=O)C1(O2)O)C(C)CC4CCC(C(C4)OC)OCCO)C)C)O)OC)C)C)C)OC. Cell line: SF-295. Synergy scores: CSS=29.1, Synergy_ZIP=-4.10, Synergy_Bliss=-6.32, Synergy_Loewe=-18.4, Synergy_HSA=-3.22. (4) Drug 1: COC1=NC(=NC2=C1N=CN2C3C(C(C(O3)CO)O)O)N. Drug 2: CC(C)CN1C=NC2=C1C3=CC=CC=C3N=C2N. Cell line: MALME-3M. Synergy scores: CSS=9.61, Synergy_ZIP=-3.34, Synergy_Bliss=-3.98, Synergy_Loewe=0.149, Synergy_HSA=-1.04. (5) Synergy scores: CSS=31.3, Synergy_ZIP=-0.473, Synergy_Bliss=-2.20, Synergy_Loewe=-2.68, Synergy_HSA=-1.11. Cell line: K-562. Drug 2: CC1C(C(CC(O1)OC2CC(CC3=C2C(=C4C(=C3O)C(=O)C5=C(C4=O)C(=CC=C5)OC)O)(C(=O)CO)O)N)O.Cl. Drug 1: CC(C)(C#N)C1=CC(=CC(=C1)CN2C=NC=N2)C(C)(C)C#N. (6) Drug 1: COC1=C(C=C2C(=C1)N=CN=C2NC3=CC(=C(C=C3)F)Cl)OCCCN4CCOCC4. Drug 2: CCC1(CC2CC(C3=C(CCN(C2)C1)C4=CC=CC=C4N3)(C5=C(C=C6C(=C5)C78CCN9C7C(C=CC9)(C(C(C8N6C)(C(=O)OC)O)OC(=O)C)CC)OC)C(=O)OC)O.OS(=O)(=O)O. Cell line: MOLT-4. Synergy scores: CSS=86.0, Synergy_ZIP=12.5, Synergy_Bliss=13.0, Synergy_Loewe=-8.71, Synergy_HSA=12.2. (7) Drug 1: CC1=C(C(=O)C2=C(C1=O)N3CC4C(C3(C2COC(=O)N)OC)N4)N. Drug 2: C1C(C(OC1N2C=NC(=NC2=O)N)CO)O. Cell line: SF-268. Synergy scores: CSS=3.84, Synergy_ZIP=-4.22, Synergy_Bliss=-3.81, Synergy_Loewe=-11.5, Synergy_HSA=-7.04. (8) Drug 1: C1=C(C(=O)NC(=O)N1)F. Drug 2: CC1=C2C(C(=O)C3(C(CC4C(C3C(C(C2(C)C)(CC1OC(=O)C(C(C5=CC=CC=C5)NC(=O)C6=CC=CC=C6)O)O)OC(=O)C7=CC=CC=C7)(CO4)OC(=O)C)O)C)OC(=O)C. Cell line: MCF7. Synergy scores: CSS=44.4, Synergy_ZIP=-4.14, Synergy_Bliss=-4.47, Synergy_Loewe=3.33, Synergy_HSA=5.44. (9) Drug 1: C1=CC(=CC=C1C#N)C(C2=CC=C(C=C2)C#N)N3C=NC=N3. Drug 2: CC(C)CN1C=NC2=C1C3=CC=CC=C3N=C2N. Cell line: OVCAR-5. Synergy scores: CSS=1.09, Synergy_ZIP=-1.66, Synergy_Bliss=-2.47, Synergy_Loewe=-1.63, Synergy_HSA=-1.56. (10) Cell line: LOX IMVI. Drug 2: COC1=NC(=NC2=C1N=CN2C3C(C(C(O3)CO)O)O)N. Drug 1: COC1=C(C=C2C(=C1)N=CN=C2NC3=CC(=C(C=C3)F)Cl)OCCCN4CCOCC4. Synergy scores: CSS=1.57, Synergy_ZIP=-0.439, Synergy_Bliss=2.32, Synergy_Loewe=-8.84, Synergy_HSA=-2.35.